Dataset: Experimentally validated miRNA-target interactions with 360,000+ pairs, plus equal number of negative samples. Task: Binary Classification. Given a miRNA mature sequence and a target amino acid sequence, predict their likelihood of interaction. (1) The miRNA is mmu-miR-30a-5p with sequence UGUAAACAUCCUCGACUGGAAG. The protein sequence of the target gene is MKLKDTKSRPKQSSCGKFQTKGIKVVGKWKEVKIDPNMFADGQMDDLVCFEELTDYQLVSPAKNPSSLFSKEAPKRKAQAVSEEEEEEEGKSSSPKKKIKLKKSKNVATEGTSTQKEFEVKDPELEAQGDDMVCDDPEAGEMTSENLVQTAPKKKKNKGKKGLEPSQSTAAKVPKKAKTWIPEVHDQKADVSAWKDLFVPRPVLRALSFLGFSAPTPIQALTLAPAIRDKLDILGAAETGSGKTLAFAIPMIHAVLQWQKRNAAPPPSNTEAPPGETRTEAGAETRSPGKAEAESDALPD.... Result: 0 (no interaction). (2) The miRNA is hsa-miR-1228-5p with sequence GUGGGCGGGGGCAGGUGUGUG. The protein sequence of the target gene is MMSMNSKQPHFAMHPTLPEHKYPSLHSSSEAIRRACLPTPPLQSNLFASLDETLLARAEALAAVDIAVSQGKSHPFKPDATYHTMNSVPCTSTSTVPLAHHHHHHHHHQALEPGDLLDHISSPSLALMAGAGGAGAAAGGGGAHDGPGGGGGPGGGGGPGGGPGGGGGGGPGGGGGGPGGGLLGGSAHPHPHMHSLGHLSHPAAAAAMNMPSGLPHPGLVAAAAHHGAAAAAAAAAAGQVAAASAAAAVVGAAGLASICDSDTDPRELEAFAERFKQRRIKLGVTQADVGSALANLKIPG.... Result: 0 (no interaction). (3) The miRNA is hsa-miR-4478 with sequence GAGGCUGAGCUGAGGAG. The protein sequence of the target gene is MELYFGEYQHVQQEYGVHLRLASDDTQKSRSSQNSKAGSYGVSIRVQGIDGHPYIVLNNTERCLAGTSFSENGPPFPPPVINNLPLHSSNGSVPKENSEELQLPENPYAQPSPIRNLKQPLLHEGKNGVLDRKDGSVKPSHLLNFQRHPELLQPYDPEKNELNLQNHQPSESNWLKTLTEEGINNKKPWTCFPKPSNSQPTSPSLEDPAKSGVTAIRLCSSVVIEDPKKQTSVCVNVQSCTKERVGEEALFTSGRPLTAHSPHAHPETKKTRPDVLPFRRQDSAGPVLDGARSRRSSSSS.... Result: 1 (interaction). (4) The miRNA is hsa-miR-29c-3p with sequence UAGCACCAUUUGAAAUCGGUUA. The protein sequence of the target gene is MAANPSGQGFQNKNRVAILAELDKEKRKLLMQNQSSTSHPGASISLSRPSLTKDFRDHAEQQHIAAQQKAALQHAHAHSSGYFITQDSAFGNLILPVLPRLDPE. Result: 0 (no interaction). (5) The miRNA is hsa-miR-17-3p with sequence ACUGCAGUGAAGGCACUUGUAG. The protein sequence of the target gene is MQQKTKLFLQALKYSIPHLGKCMQKQHLNHYNFADHCYNRIKLKKYHLTKCLQNKPKISELARNIPSRSFSCKDLQPVKQENEKPLPENMDAFEKVRTKLETQPQEEYEIINVEVKHGGFVYYQEGCCLVRSKDEEADNDNYEVLFNLEELKLDQPFIDCIRVAPDEKYVAAKIRTEDSEASTCVIIKLSDQPVMEASFPNVSSFEWVKDEEDEDVLFYTFQRNLRCHDVYRATFGDNKRNERFYTEKDPSYFVFLYLTKDSRFLTINIMNKTTSEVWLIDGLSPWDPPVLIQKRIHGVL.... Result: 0 (no interaction). (6) The miRNA is hsa-miR-548az-5p with sequence CAAAAGUGAUUGUGGUUUUUGC. The protein sequence of the target gene is MRALRAGLTLASGAGLGAVVEGWRRRREDARAAPGLLGRLPVLPVAAAAELPPVPGGPRGPGELAKYGLPGLAQLKSRESYVLCYDPRTRGALWVVEQLRPERLRGDGDRRECDFREDDSVHAYHRATNADYRGSGFDRGHLAAAANHRWSQKAMDDTFYLSNVAPQVPHLNQNAWNNLEKYSRSLTRSYQNVYVCTGPLFLPRTEADGKSYVKYQVIGKNHVAVPTHFFKVLILEAAGGQIELRTYVMPNAPVDEAIPLERFLVPIESIERASGLLFVPNILARAGSLKAITAGSK. Result: 0 (no interaction).